Task: Regression. Given two drug SMILES strings and cell line genomic features, predict the synergy score measuring deviation from expected non-interaction effect.. Dataset: NCI-60 drug combinations with 297,098 pairs across 59 cell lines (1) Drug 1: CC12CCC(CC1=CCC3C2CCC4(C3CC=C4C5=CN=CC=C5)C)O. Drug 2: C1C(C(OC1N2C=C(C(=O)NC2=O)F)CO)O. Cell line: PC-3. Synergy scores: CSS=59.0, Synergy_ZIP=17.0, Synergy_Bliss=16.3, Synergy_Loewe=-7.36, Synergy_HSA=17.6. (2) Drug 1: CN(C)N=NC1=C(NC=N1)C(=O)N. Drug 2: C1CNP(=O)(OC1)N(CCCl)CCCl. Cell line: LOX IMVI. Synergy scores: CSS=38.0, Synergy_ZIP=1.01, Synergy_Bliss=1.51, Synergy_Loewe=-19.4, Synergy_HSA=0.539. (3) Drug 1: C1=NC2=C(N1)C(=S)N=C(N2)N. Drug 2: CC1CCCC2(C(O2)CC(NC(=O)CC(C(C(=O)C(C1O)C)(C)C)O)C(=CC3=CSC(=N3)C)C)C. Synergy scores: CSS=12.8, Synergy_ZIP=-0.890, Synergy_Bliss=-3.78, Synergy_Loewe=-4.88, Synergy_HSA=-4.50. Cell line: OVCAR-8. (4) Drug 1: CC1=C(C=C(C=C1)NC(=O)C2=CC=C(C=C2)CN3CCN(CC3)C)NC4=NC=CC(=N4)C5=CN=CC=C5. Drug 2: CC1=C(N=C(N=C1N)C(CC(=O)N)NCC(C(=O)N)N)C(=O)NC(C(C2=CN=CN2)OC3C(C(C(C(O3)CO)O)O)OC4C(C(C(C(O4)CO)O)OC(=O)N)O)C(=O)NC(C)C(C(C)C(=O)NC(C(C)O)C(=O)NCCC5=NC(=CS5)C6=NC(=CS6)C(=O)NCCC[S+](C)C)O. Cell line: MALME-3M. Synergy scores: CSS=4.68, Synergy_ZIP=0.197, Synergy_Bliss=2.92, Synergy_Loewe=-7.95, Synergy_HSA=-3.53. (5) Drug 1: CNC(=O)C1=CC=CC=C1SC2=CC3=C(C=C2)C(=NN3)C=CC4=CC=CC=N4. Synergy scores: CSS=11.9, Synergy_ZIP=-2.46, Synergy_Bliss=1.29, Synergy_Loewe=-0.0983, Synergy_HSA=0.553. Cell line: ACHN. Drug 2: C1=NC2=C(N=C(N=C2N1C3C(C(C(O3)CO)O)O)F)N. (6) Drug 1: CC1=C(C(CCC1)(C)C)C=CC(=CC=CC(=CC(=O)O)C)C. Drug 2: CCN(CC)CCCC(C)NC1=C2C=C(C=CC2=NC3=C1C=CC(=C3)Cl)OC. Cell line: NCIH23. Synergy scores: CSS=20.1, Synergy_ZIP=-7.24, Synergy_Bliss=-4.95, Synergy_Loewe=-18.3, Synergy_HSA=-4.96.